The task is: Predict which catalyst facilitates the given reaction.. This data is from Catalyst prediction with 721,799 reactions and 888 catalyst types from USPTO. (1) Reactant: [NH2:1][C:2]1[CH:7]=[CH:6][C:5]([C:8]2[C:12]3[C:13]([NH2:17])=[N:14][CH:15]=[CH:16][C:11]=3[S:10][CH:9]=2)=[CH:4][C:3]=1[F:18].[N:19]([C:22]1[CH:27]=[CH:26][CH:25]=[C:24]([CH3:28])[CH:23]=1)=[C:20]=[O:21]. Product: [NH2:17][C:13]1[C:12]2[C:8]([C:5]3[CH:6]=[CH:7][C:2]([NH:1][C:20]([NH:19][C:22]4[CH:27]=[CH:26][CH:25]=[C:24]([CH3:28])[CH:23]=4)=[O:21])=[C:3]([F:18])[CH:4]=3)=[CH:9][S:10][C:11]=2[CH:16]=[CH:15][N:14]=1. The catalyst class is: 4. (2) Reactant: [Cl:1][C:2]1[N:11]=[CH:10][C:9]2[NH:8][C:7](=[O:12])[C@@H:6]([CH3:13])[N:5]([CH:14]3[CH2:19][CH2:18][CH2:17][CH2:16][CH2:15]3)[C:4]=2[N:3]=1.C(N(CC)CC)C.[C:27]1(B(O)O)[CH:32]=[CH:31][CH:30]=[CH:29][CH:28]=1. Product: [Cl:1][C:2]1[N:11]=[CH:10][C:9]2[N:8]([C:27]3[CH:32]=[CH:31][CH:30]=[CH:29][CH:28]=3)[C:7](=[O:12])[C@@H:6]([CH3:13])[N:5]([CH:14]3[CH2:15][CH2:16][CH2:17][CH2:18][CH2:19]3)[C:4]=2[N:3]=1. The catalyst class is: 4. (3) Reactant: [N+:1]([C:4]1[CH:5]=[CH:6][C:7]([C:11]([F:14])([F:13])[F:12])=[C:8]([OH:10])[CH:9]=1)([O-:3])=[O:2].[C:15]([O:19][C:20]([N:22]1[CH2:26][CH2:25][CH2:24][C@@H:23]1[CH2:27]O)=[O:21])([CH3:18])([CH3:17])[CH3:16].C1C=CC(P(C2C=CC=CC=2)C2C=CC=CC=2)=CC=1.CCOC(/N=N/C(OCC)=O)=O. Product: [N+:1]([C:4]1[CH:5]=[CH:6][C:7]([C:11]([F:12])([F:13])[F:14])=[C:8]([CH:9]=1)[O:10][CH2:27][C@H:23]1[CH2:24][CH2:25][CH2:26][N:22]1[C:20]([O:19][C:15]([CH3:16])([CH3:18])[CH3:17])=[O:21])([O-:3])=[O:2]. The catalyst class is: 1. (4) Reactant: [Cl:1][C:2]1[CH:11]=[CH:10][CH:9]=[C:8]2[C:3]=1[C:4](N)=[CH:5][C:6]([N:12]1[CH2:18][CH2:17][CH2:16][C:15]3[CH:19]=[CH:20][CH:21]=[CH:22][C:14]=3[CH2:13]1)=[N:7]2.N([O-])=O.[Na+].[Cl-:28].[Na+].C(=O)(O)[O-].[Na+]. Product: [Cl:28][C:4]1[C:3]2[C:8](=[CH:9][CH:10]=[CH:11][C:2]=2[Cl:1])[N:7]=[C:6]([N:12]2[CH2:18][CH2:17][CH2:16][C:15]3[CH:19]=[CH:20][CH:21]=[CH:22][C:14]=3[CH2:13]2)[CH:5]=1. The catalyst class is: 126. (5) Reactant: C[O:2][C:3]1[CH:15]=[CH:14][C:6]([O:7][CH2:8][C:9]([O:11][CH2:12][CH3:13])=[O:10])=[CH:5][CH:4]=1.C(S)C.[Cl-].[Al+3].[Cl-].[Cl-].C(=O)([O-])O.[Na+]. Product: [OH:2][C:3]1[CH:4]=[CH:5][C:6]([O:7][CH2:8][C:9]([O:11][CH2:12][CH3:13])=[O:10])=[CH:14][CH:15]=1. The catalyst class is: 526. (6) Reactant: [NH:1]([C:9]([O:11][C:12]([CH3:15])([CH3:14])[CH3:13])=[O:10])[C@@H:2]([C:6]([OH:8])=O)[CH:3]([CH3:5])[CH3:4].C1N=CN(C(N2C=NC=C2)=O)C=1.Cl.[CH2:29]1[O:40][C:39]2[CH:38]=[CH:37][C:33]([CH2:34][CH2:35][NH2:36])=[CH:32][C:31]=2[O:30]1.C(N(CC)CC)C. Product: [C:12]([O:11][C:9](=[O:10])[NH:1][C@@H:2]([C:6](=[O:8])[NH:36][CH2:35][CH2:34][C:33]1[CH:37]=[CH:38][C:39]2[O:40][CH2:29][O:30][C:31]=2[CH:32]=1)[CH:3]([CH3:4])[CH3:5])([CH3:15])([CH3:14])[CH3:13]. The catalyst class is: 26. (7) The catalyst class is: 11. Reactant: COC1C=CC(P2(SP(C3C=CC(OC)=CC=3)(=S)S2)=[S:10])=CC=1.[CH3:23][C:24]1([CH3:62])[N:28]([C:29]([O:31][C:32]([CH3:35])([CH3:34])[CH3:33])=[O:30])[C@:27]([CH3:61])([C:36]([NH:38][NH:39][C:40](=O)[C:41]2[CH:46]=[CH:45][C:44]([O:47][CH2:48][CH2:49][CH2:50][CH2:51][CH2:52][CH2:53][CH2:54][CH3:55])=[C:43]([C:56]([F:59])([F:58])[F:57])[CH:42]=2)=O)[CH2:26][O:25]1.C([O-])(O)=O.[Na+].CCCCCCC. Product: [CH3:23][C:24]1([CH3:62])[N:28]([C:29]([O:31][C:32]([CH3:35])([CH3:34])[CH3:33])=[O:30])[C@@:27]([CH3:61])([C:36]2[S:10][C:40]([C:41]3[CH:46]=[CH:45][C:44]([O:47][CH2:48][CH2:49][CH2:50][CH2:51][CH2:52][CH2:53][CH2:54][CH3:55])=[C:43]([C:56]([F:59])([F:58])[F:57])[CH:42]=3)=[N:39][N:38]=2)[CH2:26][O:25]1.